From a dataset of Peptide-MHC class I binding affinity with 185,985 pairs from IEDB/IMGT. Regression. Given a peptide amino acid sequence and an MHC pseudo amino acid sequence, predict their binding affinity value. This is MHC class I binding data. (1) The peptide sequence is GLACYRFVK. The MHC is HLA-A68:01 with pseudo-sequence HLA-A68:01. The binding affinity (normalized) is 0.394. (2) The peptide sequence is VTRKCPQKKK. The MHC is HLA-A11:01 with pseudo-sequence HLA-A11:01. The binding affinity (normalized) is 0.0641. (3) The peptide sequence is ALLSCISVPV. The MHC is HLA-A02:01 with pseudo-sequence HLA-A02:01. The binding affinity (normalized) is 0.691.